Dataset: Full USPTO retrosynthesis dataset with 1.9M reactions from patents (1976-2016). Task: Predict the reactants needed to synthesize the given product. Given the product [Br:12][C:9]1[N:8]=[CH:7][C:6]([CH:5]=[CH:4][C:3]([OH:13])=[O:2])=[CH:11][CH:10]=1, predict the reactants needed to synthesize it. The reactants are: C[O:2][C:3](=[O:13])[CH:4]=[CH:5][C:6]1[CH:7]=[N:8][C:9]([Br:12])=[CH:10][CH:11]=1.[OH-].[Na+].O.Cl.